Dataset: Catalyst prediction with 721,799 reactions and 888 catalyst types from USPTO. Task: Predict which catalyst facilitates the given reaction. Reactant: [Cl:1][C:2]1[C:3]([NH:11][C:12]([C:14]2[CH:19]=[CH:18][N:17]=[CH:16][CH:15]=2)=O)=[C:4]([CH:8]=[CH:9][N:10]=1)[C:5]([NH2:7])=[O:6].C(=O)([O-])[O-].[Cs+].[Cs+]. Product: [Cl:1][C:2]1[C:3]2[N:11]=[C:12]([C:14]3[CH:19]=[CH:18][N:17]=[CH:16][CH:15]=3)[NH:7][C:5](=[O:6])[C:4]=2[CH:8]=[CH:9][N:10]=1. The catalyst class is: 24.